From a dataset of Full USPTO retrosynthesis dataset with 1.9M reactions from patents (1976-2016). Predict the reactants needed to synthesize the given product. (1) The reactants are: [C:1]([C:3]1[CH:4]=[C:5](B(O)O)[CH:6]=[CH:7][CH:8]=1)#[N:2].I[C:13]1[C:21]2[C:16](=[N:17][CH:18]=[N:19][C:20]=2[NH2:22])[N:15]([CH:23]([CH3:25])[CH3:24])[N:14]=1.C([O-])([O-])=O.[Na+].[Na+]. Given the product [NH2:22][C:20]1[N:19]=[CH:18][N:17]=[C:16]2[N:15]([CH:23]([CH3:25])[CH3:24])[N:14]=[C:13]([C:7]3[CH:8]=[C:3]([CH:4]=[CH:5][CH:6]=3)[C:1]#[N:2])[C:21]=12, predict the reactants needed to synthesize it. (2) Given the product [C:24]([N:11]([C:9]([C:8]1[CH:28]=[CH:29][C:5]2[CH2:4][O:31][B:30]([OH:34])[C:6]=2[CH:7]=1)=[O:10])[NH:12][C:13](=[O:23])[C:14]1[CH:19]=[CH:18][CH:17]=[C:16]([O:20][CH3:21])[C:15]=1[CH3:22])([CH3:25])([CH3:26])[CH3:27], predict the reactants needed to synthesize it. The reactants are: [OH-].[K+].Br[CH2:4][C:5]1[CH:29]=[CH:28][C:8]([C:9]([N:11]([C:24]([CH3:27])([CH3:26])[CH3:25])[NH:12][C:13](=[O:23])[C:14]2[CH:19]=[CH:18][CH:17]=[C:16]([O:20][CH3:21])[C:15]=2[CH3:22])=[O:10])=[CH:7][C:6]=1[B:30]1[O:34]C(C)(C)C(C)(C)[O:31]1.B1OC=CC=1.Cl.